Dataset: Full USPTO retrosynthesis dataset with 1.9M reactions from patents (1976-2016). Task: Predict the reactants needed to synthesize the given product. (1) Given the product [F:9][C:8]1[CH:3]=[C:4]([CH:5]=[CH:6][C:7]=1[N:10]1[CH:14]=[CH:13][CH:12]=[N:11]1)[O:15][CH:17]([CH:21]([CH3:23])[CH3:22])[C:18]([O:34][CH2:33][CH3:24])=[O:19], predict the reactants needed to synthesize it. The reactants are: C([C:3]1[C:8]([F:9])=[C:7]([N:10]2[CH:14]=[CH:13][CH:12]=[N:11]2)[CH:6]=[CH:5][C:4]=1[OH:15])C.Br[CH:17]([CH:21]([CH3:23])[CH3:22])[C:18]([O-])=[O:19].[C:24](=O)([O-])[O-].[K+].[K+].O.CN(C)[CH:33]=[O:34]. (2) Given the product [CH2:10]([O:7][C:6]1[CH:5]=[C:4]([OH:8])[CH:3]=[C:2]([O:9][CH2:10][CH2:11][CH2:12][CH2:13][CH2:14][CH2:15][CH2:16][CH2:17][CH2:18][CH3:19])[CH:1]=1)[CH2:11][CH2:12][CH2:13][CH2:14][CH2:15][CH2:16][CH2:17][CH2:18][CH3:19], predict the reactants needed to synthesize it. The reactants are: [CH:1]1[C:6]([OH:7])=[CH:5][C:4]([OH:8])=[CH:3][C:2]=1[OH:9].[CH2:10](O)[CH2:11][CH2:12][CH2:13][CH2:14][CH2:15][CH2:16][CH2:17][CH2:18][CH3:19]. (3) Given the product [C:39]([N:21]1[CH2:22][CH2:23][N:18]([C:15]2[CH:14]=[CH:13][C:12]([S:9]([NH:8][C:5]3[CH:6]=[CH:7][C:2]([Cl:1])=[CH:3][C:4]=3[C:24]([C:26]3[CH:27]=[CH:28][N:29]=[CH:30][CH:31]=3)=[O:25])(=[O:10])=[O:11])=[CH:17][CH:16]=2)[CH2:19][CH2:20]1)(=[O:41])[CH3:40], predict the reactants needed to synthesize it. The reactants are: [Cl:1][C:2]1[CH:7]=[CH:6][C:5]([NH:8][S:9]([C:12]2[CH:17]=[CH:16][C:15]([N:18]3[CH2:23][CH2:22][NH:21][CH2:20][CH2:19]3)=[CH:14][CH:13]=2)(=[O:11])=[O:10])=[C:4]([C:24]([C:26]2[CH:31]=[CH:30][N:29]=[CH:28][CH:27]=2)=[O:25])[CH:3]=1.C(N(CC)CC)C.[C:39](OC(=O)C)(=[O:41])[CH3:40].C(=O)(O)[O-].[Na+]. (4) Given the product [CH2:14]([NH:1][C:2]1[C:9]([Br:10])=[CH:8][C:7]([Br:11])=[CH:6][C:3]=1[C:4]#[N:5])[CH:13]=[CH2:12], predict the reactants needed to synthesize it. The reactants are: [NH2:1][C:2]1[C:9]([Br:10])=[CH:8][C:7]([Br:11])=[CH:6][C:3]=1[C:4]#[N:5].[CH3:12][C:13](C)([O-])[CH3:14].[K+].C(Br)C=C.O. (5) Given the product [F:17][C:18]([F:29])([F:28])[C:19]([NH:9][CH2:1][CH2:2][C:3]1[CH:8]=[CH:7][CH:6]=[CH:5][CH:4]=1)=[O:20], predict the reactants needed to synthesize it. The reactants are: [CH2:1]([NH2:9])[CH2:2][C:3]1[CH:8]=[CH:7][CH:6]=[CH:5][CH:4]=1.C(N(CC)CC)C.[F:17][C:18]([F:29])([F:28])[C:19](O[C:19](=[O:20])[C:18]([F:29])([F:28])[F:17])=[O:20].C(O)(=O)C. (6) Given the product [CH2:1]([O:8][C:9]1[C:10]([NH:15][C:16]2[S:17][CH:20]=[C:21]([CH2:22][CH2:23][N:24]3[C:32](=[O:33])[C:31]4[C:26](=[CH:27][CH:28]=[CH:29][CH:30]=4)[C:25]3=[O:34])[N:18]=2)=[N:11][CH:12]=[CH:13][CH:14]=1)[C:2]1[CH:3]=[CH:4][CH:5]=[CH:6][CH:7]=1, predict the reactants needed to synthesize it. The reactants are: [CH2:1]([O:8][C:9]1[C:10]([NH:15][C:16]([NH2:18])=[S:17])=[N:11][CH:12]=[CH:13][CH:14]=1)[C:2]1[CH:7]=[CH:6][CH:5]=[CH:4][CH:3]=1.Br[CH2:20][C:21](=O)[CH2:22][CH2:23][N:24]1[C:32](=[O:33])[C:31]2[C:26](=[CH:27][CH:28]=[CH:29][CH:30]=2)[C:25]1=[O:34].C(N(CC)CC)C.C(O)C. (7) Given the product [CH2:15]([O:17][C:3]1[N:8]([CH3:9])[C:7](=[O:10])[N:6]([CH3:11])[C:5](=[O:12])[C:4]=1[CH:13]=[O:14])[CH3:16], predict the reactants needed to synthesize it. The reactants are: [Na].Cl[C:3]1[N:8]([CH3:9])[C:7](=[O:10])[N:6]([CH3:11])[C:5](=[O:12])[C:4]=1[CH:13]=[O:14].[CH2:15]([OH:17])[CH3:16].